This data is from Full USPTO retrosynthesis dataset with 1.9M reactions from patents (1976-2016). The task is: Predict the reactants needed to synthesize the given product. Given the product [Cl:8][C:7]1[N:6]=[C:5]2[CH:9]=[N:10][C:11]([CH3:13])=[CH:12][C:4]2=[N:3][C:2]=1[NH:17][CH2:16][CH:15]([F:18])[F:14], predict the reactants needed to synthesize it. The reactants are: Cl[C:2]1[N:3]=[C:4]2[CH:12]=[C:11]([CH3:13])[N:10]=[CH:9][C:5]2=[N:6][C:7]=1[Cl:8].[F:14][CH:15]([F:18])[CH2:16][NH2:17].CCN(C(C)C)C(C)C.[NH4+].[Cl-].